Task: Predict the reaction yield, written as a fraction of the theoretical maximum amount of product (1.0 means a 100% yield; for example, 0.34 means a 34% yield).. Dataset: Reaction yield outcomes from USPTO patents with 853,638 reactions (1) The reactants are [F:1][C:2]1[C:7]([CH3:8])=[CH:6][C:5]([N+:9]([O-:11])=[O:10])=[CH:4][N:3]=1.C1C(=O)N([Br:19])C(=O)C1. The catalyst is C(Cl)Cl. The product is [Br:19][CH2:8][C:7]1[C:2]([F:1])=[N:3][CH:4]=[C:5]([N+:9]([O-:11])=[O:10])[CH:6]=1. The yield is 0.150. (2) The reactants are [CH3:1][N:2]1[CH2:7][CH2:6][N:5]([C:8]2[CH:9]=[CH:10][C:11]([N+:24]([O-])=O)=[C:12]([NH:14][S:15]([C:18]3[CH:23]=[CH:22][CH:21]=[CH:20][CH:19]=3)(=[O:17])=[O:16])[CH:13]=2)[CH2:4][CH2:3]1.O.NN.CO[C:32]1[CH:37]=[C:36]([CH3:38])[CH:35]=[CH:34][C:33]=1[S:39]([Cl:42])(=[O:41])=[O:40].C1C[O:46][CH2:45]C1. The catalyst is [Ni]. The product is [ClH:42].[CH3:45][O:46][C:35]1[CH:34]=[C:33]([S:39]([NH:24][C:11]2[CH:10]=[CH:9][C:8]([N:5]3[CH2:6][CH2:7][N:2]([CH3:1])[CH2:3][CH2:4]3)=[CH:13][C:12]=2[NH:14][S:15]([C:18]2[CH:23]=[CH:22][CH:21]=[CH:20][CH:19]=2)(=[O:17])=[O:16])(=[O:40])=[O:41])[CH:32]=[CH:37][C:36]=1[CH3:38]. The yield is 0.280. (3) The reactants are [CH3:1][CH:2]1[CH2:7][CH2:6][C:5](=O)[CH:4]([CH2:9][C:10](=O)[C:11]2[CH:16]=[CH:15][CH:14]=[CH:13][CH:12]=2)[CH2:3]1.[NH2:18][C:19]1[CH:27]=[CH:26][C:22]([C:23]([OH:25])=[O:24])=[CH:21][CH:20]=1. No catalyst specified. The product is [CH3:1][CH:2]1[CH2:7][CH2:6][C:5]2[N:18]([C:19]3[CH:27]=[CH:26][C:22]([C:23]([OH:25])=[O:24])=[CH:21][CH:20]=3)[C:10]([C:11]3[CH:16]=[CH:15][CH:14]=[CH:13][CH:12]=3)=[CH:9][C:4]=2[CH2:3]1. The yield is 0.730. (4) The reactants are [Cl:1][C:2]1[CH:28]=[C:27]([Cl:29])[CH:26]=[CH:25][C:3]=1[C:4]([NH:6][C:7]1[CH:12]=[C:11]([O:13][CH2:14][CH2:15][O:16][CH3:17])[CH:10]=[CH:9][C:8]=1/[CH:18]=[CH:19]/[C:20]([O:22]CC)=[O:21])=[O:5].[OH-].[Na+]. The catalyst is O1CCCC1.C(O)C. The product is [Cl:1][C:2]1[CH:28]=[C:27]([Cl:29])[CH:26]=[CH:25][C:3]=1[C:4]([NH:6][C:7]1[CH:12]=[C:11]([O:13][CH2:14][CH2:15][O:16][CH3:17])[CH:10]=[CH:9][C:8]=1/[CH:18]=[CH:19]/[C:20]([OH:22])=[O:21])=[O:5]. The yield is 0.960. (5) The reactants are O[CH2:2][C:3]1[CH:14]=[N:13][C:6]2[N:7]([CH3:12])[CH2:8][C:9](=[O:11])[NH:10][C:5]=2[CH:4]=1.[I-].C(C[P+](C)(C)C)#N.C(N(C(C)C)C(C)C)C.Cl.[Cl:33][C:34]1[CH:39]=[CH:38][C:37]([C:40]2[CH2:41][CH2:42][NH:43][CH2:44][CH:45]=2)=[CH:36][CH:35]=1. The catalyst is C(#N)CC.O. The product is [Cl:33][C:34]1[CH:39]=[CH:38][C:37]([C:40]2[CH2:45][CH2:44][N:43]([CH2:2][C:3]3[CH:14]=[N:13][C:6]4[N:7]([CH3:12])[CH2:8][C:9](=[O:11])[NH:10][C:5]=4[CH:4]=3)[CH2:42][CH:41]=2)=[CH:36][CH:35]=1. The yield is 0.190.